Task: Predict which catalyst facilitates the given reaction.. Dataset: Catalyst prediction with 721,799 reactions and 888 catalyst types from USPTO (1) Reactant: [CH3:1][C:2]1[CH:3]=[CH:4][C:5]([N:9]2[C:14](=[O:15])[NH:13][C:12]3[N:16]=[CH:17][CH:18]=[CH:19][C:11]=3[S:10]2(=[O:21])=[O:20])=[N:6][C:7]=1[CH3:8].[F:22][C:23]1[CH:30]=[C:29]([O:31][CH3:32])[CH:28]=[C:27]([F:33])[C:24]=1[CH2:25]Br.C([O-])([O-])=O.[K+].[K+].COC1C(C)=CC(N2C(=O)N(CC3C(F)=CC(F)=CC=3F)C3C=CC=CC=3S2(=O)=O)=CC=1C. Product: [F:22][C:23]1[CH:30]=[C:29]([O:31][CH3:32])[CH:28]=[C:27]([F:33])[C:24]=1[CH2:25][N:13]1[C:12]2[N:16]=[CH:17][CH:18]=[CH:19][C:11]=2[S:10](=[O:20])(=[O:21])[N:9]([C:5]2[CH:4]=[CH:3][C:2]([CH3:1])=[C:7]([CH3:8])[N:6]=2)[C:14]1=[O:15]. The catalyst class is: 3. (2) Reactant: Br/[CH:2]=[CH:3]/[CH2:4][CH:5]([OH:8])[CH2:6][OH:7].[C:9]([O:13][C:14]([NH:16][C:17]([CH3:35])([CH3:34])[C@H:18]([NH:23][C:24](=[O:33])[C:25]1[CH:30]=[CH:29][C:28]([C:31]#[CH:32])=[CH:27][CH:26]=1)[C:19]([O:21][CH3:22])=[O:20])=[O:15])([CH3:12])([CH3:11])[CH3:10]. Product: [CH3:22][O:21][C:19](=[O:20])[C@@H:18]([NH:23][C:24](=[O:33])[C:25]1[CH:30]=[CH:29][C:28]([C:31]#[C:32]/[CH:2]=[CH:3]/[CH2:4][CH:5]([OH:8])[CH2:6][OH:7])=[CH:27][CH:26]=1)[C:17]([NH:16][C:14]([O:13][C:9]([CH3:12])([CH3:11])[CH3:10])=[O:15])([CH3:34])[CH3:35]. The catalyst class is: 700.